Dataset: Full USPTO retrosynthesis dataset with 1.9M reactions from patents (1976-2016). Task: Predict the reactants needed to synthesize the given product. (1) Given the product [Cl:1][C:2]1[CH:11]=[C:10]([O:12][CH:17]([CH3:19])[CH3:18])[C:9]([N+:13]([O-:15])=[O:14])=[CH:8][C:3]=1[C:4]([O:6][CH3:7])=[O:5], predict the reactants needed to synthesize it. The reactants are: [Cl:1][C:2]1[CH:11]=[C:10]([OH:12])[C:9]([N+:13]([O-:15])=[O:14])=[CH:8][C:3]=1[C:4]([O:6][CH3:7])=[O:5].I[CH:17]([CH3:19])[CH3:18].C(=O)([O-])[O-].[K+].[K+]. (2) Given the product [Cl:21][C:15]1[CH:16]=[C:17]([F:20])[CH:18]=[CH:19][C:14]=1[S:11]([NH:10][CH2:9][CH2:8][CH2:7][CH2:6][NH:5][C:3](=[O:4])[C@@H:2]([NH:1][C:37]([C:29]1[S:28][C:32]2[CH:33]=[CH:34][CH:35]=[CH:36][C:31]=2[CH:30]=1)=[O:38])[C:22]1[CH:27]=[CH:26][CH:25]=[CH:24][CH:23]=1)(=[O:12])=[O:13], predict the reactants needed to synthesize it. The reactants are: [NH2:1][C@@H:2]([C:22]1[CH:27]=[CH:26][CH:25]=[CH:24][CH:23]=1)[C:3]([NH:5][CH2:6][CH2:7][CH2:8][CH2:9][NH:10][S:11]([C:14]1[CH:19]=[CH:18][C:17]([F:20])=[CH:16][C:15]=1[Cl:21])(=[O:13])=[O:12])=[O:4].[S:28]1[C:32]2[CH:33]=[CH:34][CH:35]=[CH:36][C:31]=2[CH:30]=[C:29]1[C:37](ON1C(=O)CCC1=O)=[O:38].C(N(CC)CC)C. (3) Given the product [NH2:3][CH2:6][C:7]1[CH:8]=[C:9]([F:16])[C:10]([C:11]#[N:12])=[C:13]([F:15])[CH:14]=1, predict the reactants needed to synthesize it. The reactants are: [BH4-].[Na+].[N:3]([CH2:6][C:7]1[CH:14]=[C:13]([F:15])[C:10]([C:11]#[N:12])=[C:9]([F:16])[CH:8]=1)=[N+]=[N-].Cl.